This data is from Reaction yield outcomes from USPTO patents with 853,638 reactions. The task is: Predict the reaction yield, written as a fraction of the theoretical maximum amount of product (1.0 means a 100% yield; for example, 0.34 means a 34% yield). (1) The reactants are C(OC([N:8]1[CH2:13][CH2:12][O:11][CH:10]([CH2:14][O:15][C:16]([N:18]2[CH2:23][CH2:22][N:21]([C:24]3[CH:29]=[CH:28][CH:27]=[CH:26][CH:25]=3)[CH2:20][CH2:19]2)=[O:17])[CH2:9]1)=O)(C)(C)C.[ClH:30].CCOCC. The catalyst is CO. The product is [ClH:30].[ClH:30].[C:24]1([N:21]2[CH2:22][CH2:23][N:18]([C:16]([O:15][CH2:14][CH:10]3[O:11][CH2:12][CH2:13][NH:8][CH2:9]3)=[O:17])[CH2:19][CH2:20]2)[CH:25]=[CH:26][CH:27]=[CH:28][CH:29]=1. The yield is 0.760. (2) The reactants are Cl[C:2]([O:4][C:5]1[CH:10]=[CH:9][C:8]([O:11][C:12]2[CH:17]=[CH:16][C:15]([C:18]([F:21])([F:20])[F:19])=[CH:14][N:13]=2)=[CH:7][CH:6]=1)=[O:3].[NH:22]1[CH2:27][CH2:26][CH:25]([CH2:28][C:29]2[CH:34]=[CH:33][CH:32]=[CH:31][N:30]=2)[CH2:24][CH2:23]1. No catalyst specified. The product is [F:19][C:18]([F:21])([F:20])[C:15]1[CH:16]=[CH:17][C:12]([O:11][C:8]2[CH:9]=[CH:10][C:5]([O:4][C:2]([N:22]3[CH2:27][CH2:26][CH:25]([CH2:28][C:29]4[CH:34]=[CH:33][CH:32]=[CH:31][N:30]=4)[CH2:24][CH2:23]3)=[O:3])=[CH:6][CH:7]=2)=[N:13][CH:14]=1. The yield is 0.780. (3) The reactants are [C:1]([O:5][C:6]([N:8]([CH2:29][O:30][CH2:31][CH2:32][Si:33]([CH3:36])([CH3:35])[CH3:34])[C:9]1[S:10][C@:11]2([C:25](OC)=[O:26])[C@H:13]([C@:14]([C:17]3[CH:22]=[CH:21][CH:20]=[C:19]([F:23])[C:18]=3[F:24])([CH3:16])[N:15]=1)[CH2:12]2)=[O:7])([CH3:4])([CH3:3])[CH3:2].[BH4-].[Li+].CO. The catalyst is C1COCC1. The product is [C:1]([O:5][C:6](=[O:7])[N:8]([C:9]1[S:10][C@:11]2([CH2:25][OH:26])[C@H:13]([C@:14]([C:17]3[CH:22]=[CH:21][CH:20]=[C:19]([F:23])[C:18]=3[F:24])([CH3:16])[N:15]=1)[CH2:12]2)[CH2:29][O:30][CH2:31][CH2:32][Si:33]([CH3:36])([CH3:35])[CH3:34])([CH3:3])([CH3:2])[CH3:4]. The yield is 0.800. (4) The reactants are [H-].[Na+].[CH3:3][NH:4][C:5]1[C:10]([C:11]#[N:12])=[CH:9][N:8]=[CH:7][CH:6]=1.Br[CH2:14][C:15]([O:17][CH2:18][CH3:19])=[O:16]. The catalyst is CN(C=O)C. The product is [CH2:18]([O:17][C:15]([C:14]1[N:4]([CH3:3])[C:5]2[CH:6]=[CH:7][N:8]=[CH:9][C:10]=2[C:11]=1[NH2:12])=[O:16])[CH3:19]. The yield is 0.370. (5) The reactants are O=S(Cl)Cl.[C:5]([C:9]1[NH:10][C:11]2[C:16]([CH:17]=1)=[CH:15][C:14]([N+:18]([O-:20])=[O:19])=[CH:13][C:12]=2[C:21]([OH:23])=[O:22])([CH3:8])([CH3:7])[CH3:6].[CH3:24]O. No catalyst specified. The product is [C:5]([C:9]1[NH:10][C:11]2[C:16]([CH:17]=1)=[CH:15][C:14]([N+:18]([O-:20])=[O:19])=[CH:13][C:12]=2[C:21]([O:23][CH3:24])=[O:22])([CH3:8])([CH3:6])[CH3:7]. The yield is 0.700. (6) The reactants are CC([O-])(C)C.[K+].[NH2:7][C:8]1[CH:13]=[CH:12][C:11]([OH:14])=[C:10]([Cl:15])[CH:9]=1.[Cl:16][C:17]1[CH:22]=[C:21](Cl)[CH:20]=[CH:19][N:18]=1. The catalyst is CN(C=O)C.O.CCOC(C)=O. The product is [Cl:15][C:10]1[CH:9]=[C:8]([NH2:7])[CH:13]=[CH:12][C:11]=1[O:14][C:21]1[CH:20]=[CH:19][N:18]=[C:17]([Cl:16])[CH:22]=1. The yield is 0.500. (7) The reactants are [B-](F)(F)(F)F.C1C=CN=CC=1.C1C=CN=CC=1.[IH2+:18].[CH3:19][O:20][C:21]1[CH:26]=[CH:25][C:24]([CH:27]([C:37]2[CH:42]=[CH:41][C:40]([O:43][C:44](=[O:49])[C:45]([CH3:48])([CH3:47])[CH3:46])=[CH:39][CH:38]=2)[CH:28]([C:31]2[CH:36]=[CH:35][CH:34]=[CH:33][CH:32]=2)[CH:29]=[CH2:30])=[CH:23][CH:22]=1.[Cl-].[NH4+]. The catalyst is C(Cl)Cl. The product is [I:18][CH:29]1[CH:28]([C:31]2[CH:36]=[CH:35][CH:34]=[CH:33][CH:32]=2)[CH:27]([C:37]2[CH:38]=[CH:39][C:40]([O:43][C:44](=[O:49])[C:45]([CH3:48])([CH3:47])[CH3:46])=[CH:41][CH:42]=2)[C:24]2[C:23](=[CH:22][C:21]([O:20][CH3:19])=[CH:26][CH:25]=2)[CH2:30]1. The yield is 0.710. (8) The reactants are [O-]CC.[Na+].CCO[C:8]([CH2:10][C:11]([C:13]1[CH:18]=[CH:17][CH:16]=[CH:15][CH:14]=1)=O)=[O:9].Cl.[C:20]([NH2:23])(=[NH:22])[CH3:21]. No catalyst specified. The product is [CH3:21][C:20]1[NH:23][C:8](=[O:9])[CH:10]=[C:11]([C:13]2[CH:14]=[CH:15][CH:16]=[CH:17][CH:18]=2)[N:22]=1. The yield is 0.210. (9) The product is [CH3:37][O:36][C:34](=[O:35])[C:33]1[CH:38]=[CH:39][CH:40]=[CH:41][C:32]=1[NH:29][C:30]([N:9]1[CH2:10][C@@H:11]([CH2:23][C:24]([CH3:25])([CH3:27])[CH3:26])[C@@:12]([C:15]2[CH:20]=[CH:19][C:18]([Cl:21])=[CH:17][C:16]=2[F:22])([C:13]#[N:14])[C@H:8]1[C:4]1[CH:5]=[CH:6][CH:7]=[C:2]([Cl:1])[C:3]=1[F:28])=[O:31]. The catalyst is C(Cl)Cl. The yield is 0.681. The reactants are [Cl:1][C:2]1[C:3]([F:28])=[C:4]([CH:8]2[C:12]([C:15]3[CH:20]=[CH:19][C:18]([Cl:21])=[CH:17][C:16]=3[F:22])([C:13]#[N:14])[CH:11]([CH2:23][C:24]([CH3:27])([CH3:26])[CH3:25])[CH2:10][NH:9]2)[CH:5]=[CH:6][CH:7]=1.[N:29]([C:32]1[CH:41]=[CH:40][CH:39]=[CH:38][C:33]=1[C:34]([O:36][CH3:37])=[O:35])=[C:30]=[O:31]. (10) The product is [Cl:1][C:2]1[CH:3]=[C:4]2[C:9](=[C:10]([C:12]3[CH:17]=[CH:16][C:15]([CH3:18])=[C:14]([F:19])[CH:13]=3)[CH:11]=1)[O:8][CH:7]([C:20]([F:22])([F:23])[F:21])[C:6]([C:24]([O-:26])=[O:25])=[CH:5]2.[Na+:28]. The yield is 1.00. The catalyst is C(O)C. The reactants are [Cl:1][C:2]1[CH:3]=[C:4]2[C:9](=[C:10]([C:12]3[CH:17]=[CH:16][C:15]([CH3:18])=[C:14]([F:19])[CH:13]=3)[CH:11]=1)[O:8][CH:7]([C:20]([F:23])([F:22])[F:21])[C:6]([C:24]([OH:26])=[O:25])=[CH:5]2.[OH-].[Na+:28].